From a dataset of Forward reaction prediction with 1.9M reactions from USPTO patents (1976-2016). Predict the product of the given reaction. Given the reactants [CH:1]1([NH2:5])[CH2:4][CH2:3][CH2:2]1.C[O:7][C:8](=O)/[CH:9]=[C:10](/[O:13][CH3:14])\[CH2:11]Cl, predict the reaction product. The product is: [CH:1]1([N:5]2[CH2:11][C:10]([O:13][CH3:14])=[CH:9][C:8]2=[O:7])[CH2:4][CH2:3][CH2:2]1.